Dataset: Peptide-MHC class I binding affinity with 185,985 pairs from IEDB/IMGT. Task: Regression. Given a peptide amino acid sequence and an MHC pseudo amino acid sequence, predict their binding affinity value. This is MHC class I binding data. (1) The peptide sequence is VQSVLRDISI. The MHC is HLA-A01:01 with pseudo-sequence HLA-A01:01. The binding affinity (normalized) is 0.108. (2) The peptide sequence is GHLAASVTL. The MHC is HLA-B15:01 with pseudo-sequence HLA-B15:01. The binding affinity (normalized) is 0.0847. (3) The peptide sequence is LILSCIFAFI. The MHC is HLA-A02:01 with pseudo-sequence HLA-A02:01. The binding affinity (normalized) is 0.735. (4) The peptide sequence is IRHVYHNLK. The MHC is HLA-B07:02 with pseudo-sequence HLA-B07:02. The binding affinity (normalized) is 0.0847. (5) The peptide sequence is SGKDTPGGY. The MHC is HLA-A01:01 with pseudo-sequence HLA-A01:01. The binding affinity (normalized) is 0.120. (6) The peptide sequence is FQTKGLGISY. The MHC is HLA-A03:01 with pseudo-sequence HLA-A03:01. The binding affinity (normalized) is 0.133. (7) The peptide sequence is ALASFLFGF. The MHC is HLA-B07:02 with pseudo-sequence HLA-B07:02. The binding affinity (normalized) is 0.0847. (8) The peptide sequence is MMMSTAVAF. The MHC is HLA-C06:02 with pseudo-sequence HLA-C06:02. The binding affinity (normalized) is 0.0847. (9) The MHC is HLA-B57:01 with pseudo-sequence HLA-B57:01. The peptide sequence is RFPLCFGW. The binding affinity (normalized) is 0.186.